This data is from NCI-60 drug combinations with 297,098 pairs across 59 cell lines. The task is: Regression. Given two drug SMILES strings and cell line genomic features, predict the synergy score measuring deviation from expected non-interaction effect. (1) Synergy scores: CSS=9.55, Synergy_ZIP=-6.55, Synergy_Bliss=-0.350, Synergy_Loewe=-23.6, Synergy_HSA=-3.06. Cell line: T-47D. Drug 2: C(CC(=O)O)C(=O)CN.Cl. Drug 1: CN(CCCl)CCCl.Cl. (2) Drug 1: CS(=O)(=O)C1=CC(=C(C=C1)C(=O)NC2=CC(=C(C=C2)Cl)C3=CC=CC=N3)Cl. Drug 2: C1CNP(=O)(OC1)N(CCCl)CCCl. Cell line: RXF 393. Synergy scores: CSS=10.8, Synergy_ZIP=-1.37, Synergy_Bliss=5.09, Synergy_Loewe=-14.4, Synergy_HSA=1.87. (3) Drug 1: CC12CCC3C(C1CCC2=O)CC(=C)C4=CC(=O)C=CC34C. Drug 2: C1=CC(=CC=C1C#N)C(C2=CC=C(C=C2)C#N)N3C=NC=N3. Cell line: ACHN. Synergy scores: CSS=34.1, Synergy_ZIP=-1.51, Synergy_Bliss=-4.09, Synergy_Loewe=-2.14, Synergy_HSA=-3.74. (4) Drug 1: CCCCC(=O)OCC(=O)C1(CC(C2=C(C1)C(=C3C(=C2O)C(=O)C4=C(C3=O)C=CC=C4OC)O)OC5CC(C(C(O5)C)O)NC(=O)C(F)(F)F)O. Cell line: KM12. Synergy scores: CSS=74.3, Synergy_ZIP=3.17, Synergy_Bliss=2.97, Synergy_Loewe=1.32, Synergy_HSA=1.43. Drug 2: C#CCC(CC1=CN=C2C(=N1)C(=NC(=N2)N)N)C3=CC=C(C=C3)C(=O)NC(CCC(=O)O)C(=O)O. (5) Drug 1: C1=CC(=C2C(=C1NCCNCCO)C(=O)C3=C(C=CC(=C3C2=O)O)O)NCCNCCO. Drug 2: CC1CCC2CC(C(=CC=CC=CC(CC(C(=O)C(C(C(=CC(C(=O)CC(OC(=O)C3CCCCN3C(=O)C(=O)C1(O2)O)C(C)CC4CCC(C(C4)OC)O)C)C)O)OC)C)C)C)OC. Cell line: HOP-92. Synergy scores: CSS=47.6, Synergy_ZIP=-2.63, Synergy_Bliss=-3.07, Synergy_Loewe=2.32, Synergy_HSA=3.06.